Task: Predict which catalyst facilitates the given reaction.. Dataset: Catalyst prediction with 721,799 reactions and 888 catalyst types from USPTO (1) Reactant: [Br:1][C:2]1[CH:3]=[C:4]([C:10](F)=[CH:11][N:12]=1)[C:5]([O:7][CH2:8]C)=[O:6].[CH3:14][O-:15].[Na+].CO. Product: [Br:1][C:2]1[CH:3]=[C:4]([C:10]([O:15][CH3:14])=[CH:11][N:12]=1)[C:5]([O:7][CH3:8])=[O:6]. The catalyst class is: 5. (2) Product: [CH3:1][O:2][CH2:15][CH:13]([C:9]1[CH:10]=[CH:11][CH:12]=[C:7]([N+:4]([O-:6])=[O:5])[CH:8]=1)[OH:14]. Reactant: [CH3:1][O-:2].[Na+].[N+:4]([C:7]1[CH:8]=[C:9]([CH:13]2[CH2:15][O:14]2)[CH:10]=[CH:11][CH:12]=1)([O-:6])=[O:5]. The catalyst class is: 5. (3) Reactant: [Cl:1][C:2]1[CH:10]=[CH:9][C:8]2[NH:7][C:6]3[CH2:11][CH2:12][N:13]([CH3:15])[CH2:14][C:5]=3[C:4]=2[CH:3]=1.[OH-].[K+].Br[CH2:19][C:20]1([C:25]2[CH:30]=[CH:29][C:28]([F:31])=[CH:27][CH:26]=2)[O:24][CH2:23][CH2:22][O:21]1.O. Product: [Cl:1][C:2]1[CH:10]=[CH:9][C:8]2[N:7]([CH2:19][C:20]3([C:25]4[CH:30]=[CH:29][C:28]([F:31])=[CH:27][CH:26]=4)[O:21][CH2:22][CH2:23][O:24]3)[C:6]3[CH2:11][CH2:12][N:13]([CH3:15])[CH2:14][C:5]=3[C:4]=2[CH:3]=1. The catalyst class is: 37. (4) Reactant: [Br:1][C:2]1[CH:3]=[C:4]([C@@H:8]2[CH2:10][C@H:9]2[C:11]([O:13]CC)=[O:12])[CH:5]=[CH:6][CH:7]=1.[OH-].[K+].O. Product: [Br:1][C:2]1[CH:3]=[C:4]([C@@H:8]2[CH2:10][C@H:9]2[C:11]([OH:13])=[O:12])[CH:5]=[CH:6][CH:7]=1. The catalyst class is: 5. (5) Reactant: [NH2:1][C:2]1[CH:3]=[C:4]([C:13]2([OH:30])[C:21]3[C:16](=[CH:17][CH:18]=[CH:19][CH:20]=3)[C:15](=[O:22])[N:14]2[CH2:23][C:24]2[CH:29]=[CH:28][CH:27]=[CH:26][CH:25]=2)[CH:5]=[CH:6][C:7]=1[NH:8][C:9]([CH3:12])([CH3:11])[CH3:10].[N:31]#[C:32]Br. Product: [NH2:31][C:32]1[N:8]([C:9]([CH3:12])([CH3:11])[CH3:10])[C:7]2[CH:6]=[CH:5][C:4]([C:13]3([OH:30])[C:21]4[C:16](=[CH:17][CH:18]=[CH:19][CH:20]=4)[C:15](=[O:22])[N:14]3[CH2:23][C:24]3[CH:25]=[CH:26][CH:27]=[CH:28][CH:29]=3)=[CH:3][C:2]=2[N:1]=1. The catalyst class is: 8. (6) Reactant: CC(C)([O-])C.[K+].C1C=NC2C3N=CC=CC=3C=CC=2C=1.[F:21][C:22]([Si](C)(C)C)([F:24])[F:23].[Si]([O:36][CH2:37][C:38]1[N:39]=[C:40](I)[S:41][C:42]=1[CH2:43][CH2:44][O:45][Si:46]([CH:53]([CH3:55])[CH3:54])([CH:50]([CH3:52])[CH3:51])[CH:47]([CH3:49])[CH3:48])(C(C)(C)C)(C)C. Product: [F:21][C:22]([F:24])([F:23])[C:40]1[S:41][C:42]([CH2:43][CH2:44][O:45][Si:46]([CH:53]([CH3:55])[CH3:54])([CH:50]([CH3:52])[CH3:51])[CH:47]([CH3:49])[CH3:48])=[C:38]([CH2:37][OH:36])[N:39]=1. The catalyst class is: 18.